From a dataset of Catalyst prediction with 721,799 reactions and 888 catalyst types from USPTO. Predict which catalyst facilitates the given reaction. Reactant: C(=O)([O-])[O-].[Na+].[Na+].Cl.[O:8]1[C@H:15]2[C@H:11]([NH:12][CH2:13][CH2:14]2)[C@@H:10]([OH:16])[CH2:9]1.[CH:17]1[C:29]2[CH:28]([CH2:30][O:31][C:32](Cl)=[O:33])[C:27]3[C:22](=[CH:23][CH:24]=[CH:25][CH:26]=3)[C:21]=2[CH:20]=[CH:19][CH:18]=1. Product: [OH:16][C@@H:10]1[C@H:11]2[N:12]([C:32]([O:31][CH2:30][CH:28]3[C:27]4[CH:26]=[CH:25][CH:24]=[CH:23][C:22]=4[C:21]4[C:29]3=[CH:17][CH:18]=[CH:19][CH:20]=4)=[O:33])[CH2:13][CH2:14][C@H:15]2[O:8][CH2:9]1. The catalyst class is: 127.